From a dataset of CYP2C9 inhibition data for predicting drug metabolism from PubChem BioAssay. Regression/Classification. Given a drug SMILES string, predict its absorption, distribution, metabolism, or excretion properties. Task type varies by dataset: regression for continuous measurements (e.g., permeability, clearance, half-life) or binary classification for categorical outcomes (e.g., BBB penetration, CYP inhibition). Dataset: cyp2c9_veith. (1) The result is 0 (non-inhibitor). The drug is N#Cc1ccccc1-c1ccc2ncnc(NC3CC3)c2c1. (2) The molecule is COc1ccc2[nH]cc(C3=CCNCC3)c2c1. The result is 0 (non-inhibitor).